Task: Predict the reactants needed to synthesize the given product.. Dataset: Full USPTO retrosynthesis dataset with 1.9M reactions from patents (1976-2016) (1) Given the product [CH3:1][O:2][CH2:3][CH:4]([CH2:30][O:31][CH3:32])[O:5][C:6]1[CH:7]=[C:8]([O:19][C:20]2[CH:21]=[N:22][C:23]([S:26]([CH3:29])(=[O:28])=[O:27])=[CH:24][CH:25]=2)[CH:9]=[C:10]2[C:14]=1[NH:13][C:12]([C:15]([OH:17])=[O:16])=[CH:11]2, predict the reactants needed to synthesize it. The reactants are: [CH3:1][O:2][CH2:3][CH:4]([CH2:30][O:31][CH3:32])[O:5][C:6]1[CH:7]=[C:8]([O:19][C:20]2[CH:21]=[N:22][C:23]([S:26]([CH3:29])(=[O:28])=[O:27])=[CH:24][CH:25]=2)[CH:9]=[C:10]2[C:14]=1[NH:13][C:12]([C:15]([O:17]C)=[O:16])=[CH:11]2.[OH-].[Na+]. (2) Given the product [NH:11]1[CH2:15][CH2:14][CH2:13][C@H:12]1[C:16]1[CH:21]=[CH:20][N:19]=[C:18]([N:22]2[C:30]3[C:25](=[CH:26][CH:27]=[CH:28][CH:29]=3)[CH2:24][CH2:23]2)[CH:17]=1, predict the reactants needed to synthesize it. The reactants are: COC1C=CC([C@H]([N:11]2[CH2:15][CH2:14][CH2:13][C@H:12]2[C:16]2[CH:21]=[CH:20][N:19]=[C:18]([N:22]3[C:30]4[C:25](=[CH:26][CH:27]=[CH:28][CH:29]=4)[CH2:24][CH2:23]3)[CH:17]=2)C)=CC=1. (3) Given the product [F:1][C:2]1[CH:3]=[CH:4][C:5]([N:8]2[C:12]([B:22]3[O:26][C:25]([CH3:28])([CH3:27])[C:24]([CH3:30])([CH3:29])[O:23]3)=[CH:11][CH:10]=[N:9]2)=[CH:6][CH:7]=1, predict the reactants needed to synthesize it. The reactants are: [F:1][C:2]1[CH:7]=[CH:6][C:5]([N:8]2[CH:12]=[CH:11][CH:10]=[N:9]2)=[CH:4][CH:3]=1.C([Li])CCC.C(O[B:22]1[O:26][C:25]([CH3:28])([CH3:27])[C:24]([CH3:30])([CH3:29])[O:23]1)(C)C.C(O)(=O)C. (4) The reactants are: [Cl:1][C:2]1[C:3]([C:29](=[O:39])[N:30]([CH2:35][CH2:36][CH2:37][CH3:38])[CH2:31][CH2:32][CH2:33][CH3:34])=[N:4][N:5]([C:8]2[CH:16]=[CH:15][C:11]([C:12](O)=[O:13])=[CH:10][C:9]=2[C:17]([N:19]2[CH2:28][CH2:27][C:26]3[C:21](=[CH:22][CH:23]=[CH:24][CH:25]=3)[CH2:20]2)=[O:18])[C:6]=1[CH3:7].CN(C(ON1N=NC2C=CC=NC1=2)=[N+](C)C)C.F[P-](F)(F)(F)(F)F.[C:64]([N:67]1[C:75]2[C:70](=[CH:71][C:72]([S:76]([NH2:79])(=[O:78])=[O:77])=[CH:73][CH:74]=2)[CH2:69][CH2:68]1)(=[O:66])[CH3:65].C(N(C(C)C)C(C)C)C. Given the product [C:64]([N:67]1[C:75]2[C:70](=[CH:71][C:72]([S:76]([NH:79][C:12]([C:11]3[CH:15]=[CH:16][C:8]([N:5]4[C:6]([CH3:7])=[C:2]([Cl:1])[C:3]([C:29]([N:30]([CH2:35][CH2:36][CH2:37][CH3:38])[CH2:31][CH2:32][CH2:33][CH3:34])=[O:39])=[N:4]4)=[C:9]([C:17]([N:19]4[CH2:28][CH2:27][C:26]5[C:21](=[CH:22][CH:23]=[CH:24][CH:25]=5)[CH2:20]4)=[O:18])[CH:10]=3)=[O:13])(=[O:77])=[O:78])=[CH:73][CH:74]=2)[CH2:69][CH2:68]1)(=[O:66])[CH3:65], predict the reactants needed to synthesize it. (5) Given the product [CH2:1]([CH:8]1[C:14](=[O:15])[C:13](=[N:28][OH:29])[CH:12]2[CH2:16][CH:9]1[CH2:10][CH2:11]2)[C:2]1[CH:7]=[CH:6][CH:5]=[CH:4][N:3]=1, predict the reactants needed to synthesize it. The reactants are: [CH2:1]([CH:8]1[C:14](=[O:15])[CH2:13][CH:12]2[CH2:16][CH:9]1[CH2:10][CH2:11]2)[C:2]1[CH:7]=[CH:6][CH:5]=[CH:4][N:3]=1.CC([O-])(C)C.[K+].C1COCC1.[N:28](OCCC(C)C)=[O:29].Cl.